This data is from Forward reaction prediction with 1.9M reactions from USPTO patents (1976-2016). The task is: Predict the product of the given reaction. (1) Given the reactants [Br:1][C:2]1[CH:3]=[C:4]2[C:10](=[CH:11][CH:12]=1)[C:8](=[O:9])[O:7][C:6]([C:13](O)=[O:14])=[C:5]2[C:16]1[CH:21]=[CH:20][CH:19]=[CH:18][CH:17]=1.[CH3:22]C1(C)OC(=O)CC(=O)O1.C(N(CC)CC)C.C(N=C=NCCCN(C)C)C, predict the reaction product. The product is: [C:13]([C:6]1[O:7][C:8](=[O:9])[C:10]2[C:4]([C:5]=1[C:16]1[CH:17]=[CH:18][CH:19]=[CH:20][CH:21]=1)=[CH:3][C:2]([Br:1])=[CH:12][CH:11]=2)(=[O:14])[CH3:22]. (2) The product is: [CH2:1]([N:3]1[C:12]2[C:7](=[CH:8][CH:9]=[C:10]([OH:13])[CH:11]=2)[C:6]([CH3:15])=[CH:5][C:4]1([CH3:16])[CH3:17])[CH3:2]. Given the reactants [CH2:1]([N:3]1[C:12]2[C:7](=[CH:8][CH:9]=[C:10]([O:13]C)[CH:11]=2)[C:6]([CH3:15])=[CH:5][C:4]1([CH3:17])[CH3:16])[CH3:2].Br.[OH-].[Na+], predict the reaction product.